Dataset: TCR-epitope binding with 47,182 pairs between 192 epitopes and 23,139 TCRs. Task: Binary Classification. Given a T-cell receptor sequence (or CDR3 region) and an epitope sequence, predict whether binding occurs between them. (1) The epitope is KRWIILGLNK. The TCR CDR3 sequence is CASSFDAEQFF. Result: 0 (the TCR does not bind to the epitope). (2) The epitope is RLRAEAQVK. The TCR CDR3 sequence is CASSDELAGGHYEQYF. Result: 1 (the TCR binds to the epitope). (3) The epitope is GTSGSPIINR. The TCR CDR3 sequence is CASSGGSGNIQYF. Result: 1 (the TCR binds to the epitope). (4) The epitope is SSTFNVPMEKLK. The TCR CDR3 sequence is CASSFTLPNEQFF. Result: 1 (the TCR binds to the epitope). (5) The epitope is KLSALGINAV. The TCR CDR3 sequence is CASSIGVAGYTF. Result: 0 (the TCR does not bind to the epitope). (6) The epitope is MPASWVMRI. The TCR CDR3 sequence is CASSLGLESSGNTIYF. Result: 1 (the TCR binds to the epitope).